Dataset: Peptide-MHC class I binding affinity with 185,985 pairs from IEDB/IMGT. Task: Regression. Given a peptide amino acid sequence and an MHC pseudo amino acid sequence, predict their binding affinity value. This is MHC class I binding data. The peptide sequence is DIYDAVRAFL. The MHC is HLA-A02:03 with pseudo-sequence HLA-A02:03. The binding affinity (normalized) is 0.182.